This data is from Peptide-MHC class II binding affinity with 134,281 pairs from IEDB. The task is: Regression. Given a peptide amino acid sequence and an MHC pseudo amino acid sequence, predict their binding affinity value. This is MHC class II binding data. (1) The peptide sequence is VDPTDYFRNEQSIPP. The MHC is HLA-DQA10401-DQB10402 with pseudo-sequence HLA-DQA10401-DQB10402. The binding affinity (normalized) is 0.185. (2) The peptide sequence is SCIAIGIITLYLGAVVQA. The MHC is DRB1_0405 with pseudo-sequence DRB1_0405. The binding affinity (normalized) is 0.138. (3) The peptide sequence is YTTEGGTKTEAEDVI. The MHC is DRB3_0101 with pseudo-sequence DRB3_0101. The binding affinity (normalized) is 0. (4) The peptide sequence is QSSMTKILEPFRKYT. The MHC is H-2-IAb with pseudo-sequence H-2-IAb. The binding affinity (normalized) is 0. (5) The peptide sequence is SQHHPSSLLLEGFKL. The MHC is DRB1_0101 with pseudo-sequence DRB1_0101. The binding affinity (normalized) is 0.811.